From a dataset of Full USPTO retrosynthesis dataset with 1.9M reactions from patents (1976-2016). Predict the reactants needed to synthesize the given product. (1) Given the product [C:25]1([P:7]([C:1]2[CH:2]=[CH:3][CH:4]=[CH:5][CH:6]=2)([C:9]2[CH:10]=[CH:11][CH:12]=[C:13]3[C:18]=2[N:17]=[C:16]([C:19]2[CH:20]=[CH:21][CH:22]=[CH:23][CH:24]=2)[CH:15]=[CH:14]3)=[O:8])[CH:26]=[CH:27][CH:28]=[CH:29][CH:30]=1, predict the reactants needed to synthesize it. The reactants are: [C:1]1([P:7]([C:25]2[CH:30]=[CH:29][CH:28]=[CH:27][CH:26]=2)([C:9]2[CH:10]=[CH:11][CH:12]=[C:13]3[C:18]=2[NH:17][CH:16]([C:19]2[CH:24]=[CH:23][CH:22]=[CH:21][CH:20]=2)[CH:15]=[CH:14]3)=[O:8])[CH:6]=[CH:5][CH:4]=[CH:3][CH:2]=1. (2) Given the product [Br:2][C:3]1[CH:8]=[C:7]([F:9])[CH:6]=[CH:5][C:4]=1[C@H:10]1[C:15]([C:16]([O:18][CH3:19])=[O:17])=[C:14]([CH2:27][N:28]2[CH2:29][CH2:30][O:31][CH2:32][CH2:33]2)[NH:13][C:12]([C:34]2[S:35][CH:36]=[CH:37][N:38]=2)=[N:11]1, predict the reactants needed to synthesize it. The reactants are: [Li].[Br:2][C:3]1[CH:8]=[C:7]([F:9])[CH:6]=[CH:5][C:4]=1[C@@H:10]1[C:15]([C:16]([O:18][C@H:19](C)C(OC(C)C)=O)=[O:17])=[C:14]([CH2:27][N:28]2[CH2:33][CH2:32][O:31][CH2:30][CH2:29]2)[NH:13][C:12]([C:34]2[S:35][CH:36]=[CH:37][N:38]=2)=[N:11]1. (3) Given the product [CH2:1]([C:3]1[N:7]2[N:8]=[C:9]([CH3:28])[C:10]([C:20]3[CH:25]=[CH:24][C:23]([O:26][CH3:27])=[CH:22][CH:21]=3)=[C:11]([C:12]3[CH:19]=[CH:18][C:15]([C:16]([NH2:17])=[O:29])=[CH:14][CH:13]=3)[C:6]2=[CH:5][CH:4]=1)[CH3:2], predict the reactants needed to synthesize it. The reactants are: [CH2:1]([C:3]1[N:7]2[N:8]=[C:9]([CH3:28])[C:10]([C:20]3[CH:25]=[CH:24][C:23]([O:26][CH3:27])=[CH:22][CH:21]=3)=[C:11]([C:12]3[CH:19]=[CH:18][C:15]([C:16]#[N:17])=[CH:14][CH:13]=3)[C:6]2=[CH:5][CH:4]=1)[CH3:2].[OH-:29].[Na+].OO. (4) Given the product [F:1][C:2]1[C:3]([NH:12][C:13]2[CH:18]=[CH:17][C:16]([S:19][CH2:20][CH3:21])=[CH:15][C:14]=2[F:22])=[C:4]([CH:8]=[CH:9][C:10]=1[F:11])[C:5]([NH:35][O:36][CH2:37][CH2:38][OH:39])=[O:7], predict the reactants needed to synthesize it. The reactants are: [F:1][C:2]1[C:3]([NH:12][C:13]2[CH:18]=[CH:17][C:16]([S:19][CH2:20][CH3:21])=[CH:15][C:14]=2[F:22])=[C:4]([CH:8]=[CH:9][C:10]=1[F:11])[C:5]([OH:7])=O.C1N=CN(C(N2C=NC=C2)=O)C=1.[NH2:35][O:36][CH2:37][CH2:38][OH:39]. (5) Given the product [CH3:9][C:8]1([CH3:10])[CH:5]2[CH2:6][CH2:7][C:1]31[C:2]([CH2:4]2)=[N:20][S:12](=[O:15])(=[O:13])[CH2:11]3, predict the reactants needed to synthesize it. The reactants are: [C@:1]12([CH2:11][S:12]([OH:15])(=O)=[O:13])[C:8]([CH3:10])([CH3:9])[CH:5]([CH2:6][CH2:7]1)[CH2:4][C:2]2=O.S(Cl)(Cl)=O.[NH3:20]. (6) Given the product [CH3:3][C:4]([CH:16]1[CH2:25][CH2:24][C:23]2[C:18](=[CH:19][CH:20]=[C:21]([O:26][CH3:27])[CH:22]=2)[C:17]1=[O:28])([C:5]([O:7][CH2:8][CH3:9])=[O:6])[C:10]([O:12][CH2:13][CH3:14])=[O:11], predict the reactants needed to synthesize it. The reactants are: [H-].[Na+].[CH3:3][CH:4]([C:10]([O:12][CH2:13][CH3:14])=[O:11])[C:5]([O:7][CH2:8][CH3:9])=[O:6].Br[CH:16]1[CH2:25][CH2:24][C:23]2[C:18](=[CH:19][CH:20]=[C:21]([O:26][CH3:27])[CH:22]=2)[C:17]1=[O:28].Cl. (7) Given the product [C:34]([N:30]1[CH2:31][CH2:32][CH:27]([N:12]2[C:13]3[C:22]4[CH:21]=[CH:20][CH:19]=[C:18]([O:23][CH3:24])[C:17]=4[N:16]=[CH:15][C:14]=3[C:25](=[O:26])[N:10]([C:6]3[CH:7]=[CH:8][CH:9]=[C:4]([Cl:3])[CH:5]=3)[C:11]2=[O:33])[CH2:28][CH2:29]1)(=[O:36])[CH3:35], predict the reactants needed to synthesize it. The reactants are: Cl.Cl.[Cl:3][C:4]1[CH:5]=[C:6]([N:10]2[C:25](=[O:26])[C:14]3[CH:15]=[N:16][C:17]4[C:18]([O:23][CH3:24])=[CH:19][CH:20]=[CH:21][C:22]=4[C:13]=3[N:12]([CH:27]3[CH2:32][CH2:31][NH:30][CH2:29][CH2:28]3)[C:11]2=[O:33])[CH:7]=[CH:8][CH:9]=1.[C:34](Cl)(=[O:36])[CH3:35].